Dataset: Reaction yield outcomes from USPTO patents with 853,638 reactions. Task: Predict the reaction yield, written as a fraction of the theoretical maximum amount of product (1.0 means a 100% yield; for example, 0.34 means a 34% yield). (1) The reactants are [CH2:1]([O:3][C:4]1[CH:13]=[C:12]2[C:7]([CH:8]=[CH:9][CH:10]=[C:11]2[NH2:14])=[CH:6][CH:5]=1)[CH3:2].[Li].CO.N. The catalyst is O1CCCC1.O. The product is [CH2:1]([O:3][C:4]1[CH2:13][C:12]2[C:11]([NH2:14])=[CH:10][CH:9]=[CH:8][C:7]=2[CH2:6][CH:5]=1)[CH3:2]. The yield is 0.760. (2) The reactants are [CH3:1][CH:2]([CH3:59])[C@H:3]([NH:54][C:55](=[O:58])[O:56][CH3:57])[C:4]([N:6]1[CH2:10][CH2:9][CH2:8][C@H:7]1[C:11]1[NH:12][CH:13]=[C:14]([C:16]2[CH:21]=[CH:20][C:19]([C:22]3[CH:27]=[CH:26][C:25]([C:28]4[N:29]=[C:30]([CH:33]5[CH2:37][C:36]6([CH2:42][CH2:41][NH:40][CH2:39][CH2:38]6)[CH2:35][N:34]5[C:43](=[O:53])[C@@H:44]([NH:48][C:49]([O:51][CH3:52])=[O:50])[CH:45]([CH3:47])[CH3:46])[NH:31][CH:32]=4)=[CH:24][CH:23]=3)=[CH:18][CH:17]=2)[N:15]=1)=[O:5].C(N(CC)CC)C.[C:67](Cl)(=[O:69])C.[C:71](=O)([O-])[O-:72].[K+].[K+]. The catalyst is C(Cl)Cl. The product is [CH3:52][O:51][C:49]([NH:48][C@H:44]([C:43]([N:34]1[CH:33]([C:30]2[NH:31][CH:32]=[C:28]([C:25]3[CH:24]=[CH:23][C:22]([C:19]4[CH:20]=[CH:21][C:16]([C:14]5[N:15]=[C:11]([C@@H:7]6[CH2:8][CH2:9][CH2:10][N:6]6[C:4](=[O:5])[C@H:3]([CH:2]([CH3:59])[CH3:1])[NH:54][C:55]([O:56][CH3:57])=[O:58])[NH:12][CH:13]=5)=[CH:17][CH:18]=4)=[CH:27][CH:26]=3)[N:29]=2)[CH2:37][C:36]2([CH2:38][CH2:39][N:40]([C:71]([O:69][CH3:67])=[O:72])[CH2:41][CH2:42]2)[CH2:35]1)=[O:53])[CH:45]([CH3:46])[CH3:47])=[O:50]. The yield is 0.740. (3) The reactants are [C:1]1([N:11]2[CH2:16][CH2:15][NH:14][CH2:13][CH2:12]2)[C:10]2[C:5](=[CH:6][CH:7]=[CH:8][CH:9]=2)[CH:4]=[CH:3][CH:2]=1.Br[CH2:18][CH2:19][C:20]1[CH:21]=[CH:22][C:23]2[C:24]([CH:29]=1)=[N:25][C:26](=[O:28])[N:27]=2.C(=O)([O-])[O-].[Na+].[Na+].[I-].[Na+]. The catalyst is CC(CC(C)C)=O. The product is [C:1]1([N:11]2[CH2:16][CH2:15][N:14]([CH2:18][CH2:19][C:20]3[CH:21]=[CH:22][C:23]4[C:24]([CH:29]=3)=[N:25][C:26](=[O:28])[N:27]=4)[CH2:13][CH2:12]2)[C:10]2[C:5](=[CH:6][CH:7]=[CH:8][CH:9]=2)[CH:4]=[CH:3][CH:2]=1. The yield is 0.140. (4) The reactants are [CH2:1]([N:8]1[C:13](=[O:14])[C:12]2[C:15]([CH3:18])=[N:16][S:17][C:11]=2[N:10]=[C:9]1[CH:19](Br)[CH:20]([CH3:22])[CH3:21])[C:2]1[CH:7]=[CH:6][CH:5]=[CH:4][CH:3]=1.[N-:24]=[N+:25]=[N-:26].[Na+].[Br-]. The catalyst is CN(C=O)C. The product is [N:24]([CH:19]([C:9]1[N:8]([CH2:1][C:2]2[CH:7]=[CH:6][CH:5]=[CH:4][CH:3]=2)[C:13](=[O:14])[C:12]2[C:15]([CH3:18])=[N:16][S:17][C:11]=2[N:10]=1)[CH:20]([CH3:22])[CH3:21])=[N+:25]=[N-:26]. The yield is 0.940. (5) The yield is 0.690. The catalyst is C1COCC1. The reactants are [F:1][C:2]1[C:7]2[O:8][C:9]([CH3:14])([CH3:13])[C:10](=O)[NH:11][C:6]=2[CH:5]=[C:4]([N+:15]([O-:17])=[O:16])[CH:3]=1.P12(SP3(SP(SP(S3)(S1)=S)(=S)S2)=S)=[S:19]. The product is [F:1][C:2]1[C:7]2[O:8][C:9]([CH3:14])([CH3:13])[C:10](=[S:19])[NH:11][C:6]=2[CH:5]=[C:4]([N+:15]([O-:17])=[O:16])[CH:3]=1.